Dataset: Catalyst prediction with 721,799 reactions and 888 catalyst types from USPTO. Task: Predict which catalyst facilitates the given reaction. (1) Reactant: Cl[C:2]1[N:7]=[C:6]([Cl:8])[C:5]([C:9]([F:12])([F:11])[F:10])=[CH:4][N:3]=1.ClCCCl.CC(O)(C)C.[NH2:22][C:23]1[CH:28]=[CH:27][C:26]([CH:29]2[CH2:34][CH2:33][N:32]([C:35]([O:37][C:38]([CH3:41])([CH3:40])[CH3:39])=[O:36])[CH2:31][CH2:30]2)=[C:25]([F:42])[CH:24]=1.CCN(CC)CC. Product: [Cl:8][C:6]1[C:5]([C:9]([F:12])([F:11])[F:10])=[CH:4][N:3]=[C:2]([NH:22][C:23]2[CH:28]=[CH:27][C:26]([CH:29]3[CH2:34][CH2:33][N:32]([C:35]([O:37][C:38]([CH3:40])([CH3:39])[CH3:41])=[O:36])[CH2:31][CH2:30]3)=[C:25]([F:42])[CH:24]=2)[N:7]=1. The catalyst class is: 466. (2) Reactant: [CH3:1][C:2]1[CH:7]=[CH:6][C:5]([C:8]2[N:16]3[C:11]([CH:12]=[N:13][C:14]([S:17][CH3:18])=[N:15]3)=[CH:10][CH:9]=2)=[C:4]([N+:19]([O-])=O)[CH:3]=1.[Cl-].[NH4+].C(O)C.O. Product: [CH3:1][C:2]1[CH:7]=[CH:6][C:5]([C:8]2[N:16]3[C:11]([CH:12]=[N:13][C:14]([S:17][CH3:18])=[N:15]3)=[CH:10][CH:9]=2)=[C:4]([NH2:19])[CH:3]=1. The catalyst class is: 292. (3) Reactant: C(OC([NH:8][C:9]1[CH:14]=[CH:13][CH:12]=[CH:11][C:10]=1[NH:15][C:16]([C:18]1[S:19][C:20]([N:23]2[CH2:28][CH2:27][CH2:26][CH2:25][CH2:24]2)=[CH:21][CH:22]=1)=[O:17])=O)(C)(C)C.Cl. Product: [NH2:8][C:9]1[CH:14]=[CH:13][CH:12]=[CH:11][C:10]=1[NH:15][C:16]([C:18]1[S:19][C:20]([N:23]2[CH2:28][CH2:27][CH2:26][CH2:25][CH2:24]2)=[CH:21][CH:22]=1)=[O:17]. The catalyst class is: 12. (4) Reactant: C(=O)([O-])[O-].[K+].[K+].[CH2:7]([O:9][C:10](=[O:23])[NH:11][C:12]1[CH:17]=[C:16]([Br:18])[N:15]=[C:14]([Br:19])[C:13]=1[N+:20]([O-:22])=[O:21])[CH3:8].Cl[CH2:25][C:26]1[CH:27]=[CH:28][C:29]([CH3:32])=[N:30][CH:31]=1.[I-].[Na+]. Product: [CH2:7]([O:9][C:10](=[O:23])[N:11]([C:12]1[CH:17]=[C:16]([Br:18])[N:15]=[C:14]([Br:19])[C:13]=1[N+:20]([O-:22])=[O:21])[CH2:25][C:26]1[CH:31]=[N:30][C:29]([CH3:32])=[CH:28][CH:27]=1)[CH3:8]. The catalyst class is: 21. (5) Reactant: [C:1]1([C:7]2[CH:16]=[CH:15][CH:14]=[C:13]3[C:8]=2[C:9]([NH:30][CH2:31][C:32]2[CH:37]=[CH:36][CH:35]=[CH:34][N:33]=2)=[N:10][C:11]([CH:17]2[CH2:22][CH2:21][N:20](C(OC(C)(C)C)=O)[CH2:19][CH2:18]2)=[N:12]3)[CH:6]=[CH:5][CH:4]=[CH:3][CH:2]=1. Product: [C:1]1([C:7]2[CH:16]=[CH:15][CH:14]=[C:13]3[C:8]=2[C:9]([NH:30][CH2:31][C:32]2[CH:37]=[CH:36][CH:35]=[CH:34][N:33]=2)=[N:10][C:11]([CH:17]2[CH2:22][CH2:21][NH:20][CH2:19][CH2:18]2)=[N:12]3)[CH:6]=[CH:5][CH:4]=[CH:3][CH:2]=1. The catalyst class is: 33. (6) The catalyst class is: 5. Reactant: [NH2:1][CH2:2][C:3]1[CH:4]=[C:5]([CH:34]=[CH:35][CH:36]=1)[CH2:6][N:7]([CH2:20][C:21]1[CH:26]=[CH:25][C:24]([C:27]2[CH:32]=[CH:31][C:30]([F:33])=[CH:29][CH:28]=2)=[CH:23][CH:22]=1)[S:8]([C:11]1[CH:16]=[C:15]([Cl:17])[CH:14]=[C:13]([Cl:18])[C:12]=1[OH:19])(=[O:10])=[O:9].[CH:37](=O)[CH:38]([CH3:40])[CH3:39].[BH4-].[Na+]. Product: [Cl:18][C:13]1[C:12]([OH:19])=[C:11]([S:8]([N:7]([CH2:20][C:21]2[CH:26]=[CH:25][C:24]([C:27]3[CH:32]=[CH:31][C:30]([F:33])=[CH:29][CH:28]=3)=[CH:23][CH:22]=2)[CH2:6][C:5]2[CH:34]=[CH:35][CH:36]=[C:3]([CH2:2][NH:1][CH2:37][CH:38]([CH3:40])[CH3:39])[CH:4]=2)(=[O:10])=[O:9])[CH:16]=[C:15]([Cl:17])[CH:14]=1. (7) Reactant: [CH3:1][N:2]1[C:6]([CH3:7])=[C:5]([C:8]([OH:10])=O)[CH:4]=[N:3]1.O1CCCC1.C(Cl)(=O)C(Cl)=O.[NH2:22][C:23]1[CH:24]=[C:25]([CH:42]=[CH:43][C:44]=1[F:45])[O:26][C:27]1[CH:28]=[CH:29][C:30]2[N:31]([CH:33]=[C:34]([NH:36][C:37]([CH:39]3[CH2:41][CH2:40]3)=[O:38])[N:35]=2)[N:32]=1. Product: [CH:39]1([C:37]([NH:36][C:34]2[N:35]=[C:30]3[CH:29]=[CH:28][C:27]([O:26][C:25]4[CH:42]=[CH:43][C:44]([F:45])=[C:23]([NH:22][C:8]([C:5]5[CH:4]=[N:3][N:2]([CH3:1])[C:6]=5[CH3:7])=[O:10])[CH:24]=4)=[N:32][N:31]3[CH:33]=2)=[O:38])[CH2:40][CH2:41]1. The catalyst class is: 637.